Dataset: Full USPTO retrosynthesis dataset with 1.9M reactions from patents (1976-2016). Task: Predict the reactants needed to synthesize the given product. (1) Given the product [C:15]([C:10]1[C:11](=[O:14])[N:12]([CH2:25][CH2:26][CH2:27][C:28]2[C:29]([Cl:35])=[CH:30][CH:31]=[CH:32][C:33]=2[Cl:34])[N:13]=[C:8]([C:5]2[CH:6]=[CH:7][C:2]([F:1])=[C:3]([CH3:19])[CH:4]=2)[CH:9]=1)([OH:17])=[O:16], predict the reactants needed to synthesize it. The reactants are: [F:1][C:2]1[CH:7]=[CH:6][C:5]([C:8]2[CH:9]=[C:10]([C:15]([O:17]C)=[O:16])[C:11](=[O:14])[NH:12][N:13]=2)=[CH:4][C:3]=1[CH3:19].CS(O[CH2:25][CH2:26][CH2:27][C:28]1[C:33]([Cl:34])=[CH:32][CH:31]=[CH:30][C:29]=1[Cl:35])(=O)=O. (2) Given the product [F:21][C:20]([F:23])([F:22])[C:12]1[CH:11]=[C:10]([CH:15]=[C:14]([C:16]([F:19])([F:17])[F:18])[CH:13]=1)[CH2:9][N:6]1[CH2:7][CH2:8][C:4]([CH2:1][CH:2]=[O:33])([CH:25]([CH3:27])[CH3:26])[C:5]1=[O:24], predict the reactants needed to synthesize it. The reactants are: [CH2:1]([C:4]1([CH:25]([CH3:27])[CH3:26])[CH2:8][CH2:7][N:6]([CH2:9][C:10]2[CH:15]=[C:14]([C:16]([F:19])([F:18])[F:17])[CH:13]=[C:12]([C:20]([F:23])([F:22])[F:21])[CH:11]=2)[C:5]1=[O:24])[CH:2]=C.CSC.CC(C)=[O:33]. (3) Given the product [O:20]=[C:21]([N:26]1[CH2:27][CH2:28][N:29]([C:32](=[O:43])[C:33]2[CH:38]=[CH:37][CH:36]=[CH:35][C:34]=2[C:39]([F:42])([F:41])[F:40])[CH2:30][CH2:31]1)[CH2:22][C:23]([NH:68][C:65]1[CH:64]=[CH:63][C:62]([N:56]2[CH2:61][CH2:60][CH2:59][CH2:58][CH2:57]2)=[CH:67][CH:66]=1)=[O:25], predict the reactants needed to synthesize it. The reactants are: C1C=CC2N(O)N=NC=2C=1.CCN(C(C)C)C(C)C.[O:20]=[C:21]([N:26]1[CH2:31][CH2:30][N:29]([C:32](=[O:43])[C:33]2[CH:38]=[CH:37][CH:36]=[CH:35][C:34]=2[C:39]([F:42])([F:41])[F:40])[CH2:28][CH2:27]1)[CH2:22][C:23]([OH:25])=O.CCN=C=NCCCN(C)C.Cl.[N:56]1([C:62]2[CH:67]=[CH:66][C:65]([NH2:68])=[CH:64][CH:63]=2)[CH2:61][CH2:60][CH2:59][CH2:58][CH2:57]1.